Dataset: Reaction yield outcomes from USPTO patents with 853,638 reactions. Task: Predict the reaction yield, written as a fraction of the theoretical maximum amount of product (1.0 means a 100% yield; for example, 0.34 means a 34% yield). (1) The reactants are CO[C:3](=[O:25])[C:4]1[CH:9]=[CH:8][C:7]([NH:10][CH2:11][C:12]2[C:13]([C:18]3[CH:23]=[CH:22][C:21]([F:24])=[CH:20][CH:19]=3)=[N:14][O:15][C:16]=2[CH3:17])=[N:6][CH:5]=1.[NH2:26][CH2:27][CH:28]1[CH2:30][CH2:29]1. No catalyst specified. The product is [CH:28]1([CH2:27][NH:26][C:3](=[O:25])[C:4]2[CH:9]=[CH:8][C:7]([NH:10][CH2:11][C:12]3[C:13]([C:18]4[CH:23]=[CH:22][C:21]([F:24])=[CH:20][CH:19]=4)=[N:14][O:15][C:16]=3[CH3:17])=[N:6][CH:5]=2)[CH2:30][CH2:29]1. The yield is 0.830. (2) The catalyst is C(O)(=O)C. The product is [CH2:1]([O:3][C:4](=[O:21])[C:5]([CH3:20])([CH3:19])[CH2:6][CH2:7][CH2:8][CH2:9][CH2:10][CH:11]([Br:22])[C:12]1[CH:17]=[CH:16][CH:15]=[CH:14][C:13]=1[Cl:18])[CH3:2]. The yield is 0.818. The reactants are [CH2:1]([O:3][C:4](=[O:21])[C:5]([CH3:20])([CH3:19])[CH2:6][CH2:7][CH2:8][CH2:9][CH:10]=[CH:11][C:12]1[CH:17]=[CH:16][CH:15]=[CH:14][C:13]=1[Cl:18])[CH3:2].[BrH:22].